Task: Predict the reactants needed to synthesize the given product.. Dataset: Full USPTO retrosynthesis dataset with 1.9M reactions from patents (1976-2016) (1) Given the product [Cl:19][C:20]1[CH:27]=[CH:26][C:23]([CH2:24][NH:25][C:8]([C:7]2[C:2]([OH:1])=[C:3]3[S:15][C:14]([CH2:16][OH:17])=[C:13]([CH3:18])[C:4]3=[N:5][CH:6]=2)=[O:10])=[CH:22][CH:21]=1, predict the reactants needed to synthesize it. The reactants are: [OH:1][C:2]1[C:7]([C:8]([O:10]CC)=O)=[CH:6][N:5]=[C:4]2[C:13]([CH3:18])=[C:14]([CH2:16][OH:17])[S:15][C:3]=12.[Cl:19][C:20]1[CH:27]=[CH:26][C:23]([CH2:24][NH2:25])=[CH:22][CH:21]=1. (2) Given the product [C:17]([C:16]1[CH:15]=[CH:14][C:13]([C:5]2[C:4](=[O:3])[N:8]([CH2:22][C:23]([NH:25][C:26]3[CH:27]=[C:28]([F:33])[CH:29]=[C:30]([F:32])[CH:31]=3)=[O:24])[C:7]3([CH2:9][CH2:10][CH2:11][CH2:12]3)[N:6]=2)=[CH:20][CH:19]=1)#[N:18], predict the reactants needed to synthesize it. The reactants are: [H-].[Na+].[O:3]=[C:4]1[NH:8][C:7]2([CH2:12][CH2:11][CH2:10][CH2:9]2)[N:6]=[C:5]1[C:13]1[CH:20]=[CH:19][C:16]([C:17]#[N:18])=[CH:15][CH:14]=1.Br[CH2:22][C:23]([NH:25][C:26]1[CH:31]=[C:30]([F:32])[CH:29]=[C:28]([F:33])[CH:27]=1)=[O:24].C(=O)([O-])O.[Na+]. (3) Given the product [OH:40][CH2:39][CH2:38][N:37]([CH2:36][CH2:35][CH2:34][S:31]([CH2:30][CH2:29][C:28]([F:42])([F:27])[F:41])(=[O:32])=[O:33])[CH2:2][CH2:3][CH2:4][CH2:5][CH2:6][CH2:7][C:8]1[C:14]2[CH:15]=[CH:16][C:17]([OH:19])=[CH:18][C:13]=2[CH2:12][CH2:11][CH2:10][C:9]=1[C:20]1[CH:25]=[CH:24][CH:23]=[C:22]([OH:26])[CH:21]=1, predict the reactants needed to synthesize it. The reactants are: Br[CH2:2][CH2:3][CH2:4][CH2:5][CH2:6][CH2:7][C:8]1[C:14]2[CH:15]=[CH:16][C:17]([OH:19])=[CH:18][C:13]=2[CH2:12][CH2:11][CH2:10][C:9]=1[C:20]1[CH:25]=[CH:24][CH:23]=[C:22]([OH:26])[CH:21]=1.[F:27][C:28]([F:42])([F:41])[CH2:29][CH2:30][S:31]([CH2:34][CH2:35][CH2:36][NH:37][CH2:38][CH2:39][OH:40])(=[O:33])=[O:32]. (4) Given the product [Cl:27][C:24]1[CH:25]=[CH:26][C:11]([NH:10][C:35]([C:30]2[CH:31]=[CH:32][CH:33]=[CH:34][N:29]=2)=[O:36])=[C:12]([C:13]([NH:15][CH2:16][CH:17]2[CH2:22][CH2:21][CH2:20][CH2:19][CH2:18]2)=[O:14])[CH:23]=1, predict the reactants needed to synthesize it. The reactants are: C(N(C(C)C)CC)(C)C.[NH2:10][C:11]1[CH:26]=[CH:25][C:24]([Cl:27])=[CH:23][C:12]=1[C:13]([NH:15][CH2:16][CH:17]1[CH2:22][CH2:21][CH2:20][CH2:19][CH2:18]1)=[O:14].Cl.[N:29]1[CH:34]=[CH:33][CH:32]=[CH:31][C:30]=1[C:35](Cl)=[O:36]. (5) Given the product [C:9]([O:8][C:6]([NH:5][C@@H:4]([CH2:13][C:14]1[CH:19]=[CH:18][C:17]([O:20][C:23]2[C:32]3[C:27](=[CH:28][N:29]=[CH:30][CH:31]=3)[CH:26]=[CH:25][N:24]=2)=[CH:16][CH:15]=1)[C:3]([O:2][CH3:1])=[O:21])=[O:7])([CH3:12])([CH3:10])[CH3:11], predict the reactants needed to synthesize it. The reactants are: [CH3:1][O:2][C:3](=[O:21])[C@H:4]([CH2:13][C:14]1[CH:19]=[CH:18][C:17]([OH:20])=[CH:16][CH:15]=1)[NH:5][C:6]([O:8][C:9]([CH3:12])([CH3:11])[CH3:10])=[O:7].Cl[C:23]1[C:32]2[C:27](=[CH:28][N:29]=[CH:30][CH:31]=2)[CH:26]=[CH:25][N:24]=1.C(=O)([O-])[O-].[Cs+].[Cs+]. (6) Given the product [CH2:29]([O:32][C:33]1([CH3:67])[CH2:34][CH2:35][N:36]([C:39]2[N:44]3[CH:45]=[C:46]([C:48]4[CH:49]=[C:50]([C:11]5[CH:16]=[C:15]([O:17][C:18]([F:19])([F:20])[F:21])[CH:14]=[CH:13][C:12]=5[O:22][C@H:23]([CH2:25][CH:26]=[CH2:27])[CH3:24])[CH:51]=[CH:52][CH:53]=4)[N:47]=[C:43]3[C:42]([CH3:55])=[C:41]([CH3:56])[C:40]=2[C@H:57]([O:62][C:63]([CH3:66])([CH3:65])[CH3:64])[C:58]([O:60][CH3:61])=[O:59])[CH2:37][CH2:38]1)[CH:30]=[CH2:31], predict the reactants needed to synthesize it. The reactants are: CN1CC(=O)OB([C:11]2[CH:16]=[C:15]([O:17][C:18]([F:21])([F:20])[F:19])[CH:14]=[CH:13][C:12]=2[O:22][C@H:23]([CH2:25][CH:26]=[CH2:27])[CH3:24])OC(=O)C1.[CH2:29]([O:32][C:33]1([CH3:67])[CH2:38][CH2:37][N:36]([C:39]2[N:44]3[CH:45]=[C:46]([C:48]4[CH:53]=[CH:52][CH:51]=[C:50](Br)[CH:49]=4)[N:47]=[C:43]3[C:42]([CH3:55])=[C:41]([CH3:56])[C:40]=2[C@H:57]([O:62][C:63]([CH3:66])([CH3:65])[CH3:64])[C:58]([O:60][CH3:61])=[O:59])[CH2:35][CH2:34]1)[CH:30]=[CH2:31].C(OC1(C)CCN(C2N3C=C(C4C=C(C5C=C(F)C(F)=CC=5O[C@H](CC=C)C)C=CC=4)N=C3C(C)=C(C)C=2[C@H](OC(C)(C)C)C(OC)=O)CC1)C=C. (7) Given the product [CH3:26][O:25][C:19]1[CH:18]=[C:17]([C:14]2[CH:15]=[CH:16][C:11]3[N:12]([C:8]([C:5]4[CH:6]=[CH:7][C:2]([C:32]5[CH:33]=[N:28][CH:29]=[N:30][CH:31]=5)=[CH:3][CH:4]=4)=[C:9]([CH3:27])[N:10]=3)[N:13]=2)[CH:22]=[CH:21][C:20]=1[O:23][CH3:24], predict the reactants needed to synthesize it. The reactants are: Br[C:2]1[CH:7]=[CH:6][C:5]([C:8]2[N:12]3[N:13]=[C:14]([C:17]4[CH:22]=[CH:21][C:20]([O:23][CH3:24])=[C:19]([O:25][CH3:26])[CH:18]=4)[CH:15]=[CH:16][C:11]3=[N:10][C:9]=2[CH3:27])=[CH:4][CH:3]=1.[N:28]1[CH:33]=[C:32](B(O)O)[CH:31]=[N:30][CH:29]=1.[O-]P([O-])([O-])=O.[K+].[K+].[K+].COC1C=CC=C(OC)C=1C1C=CC=CC=1P(C1CCCCC1)C1CCCCC1.C([O-])([O-])=O.[K+].[K+]. (8) Given the product [CH2:13]([C:11]1[CH:12]=[C:7]([CH:23]([OH:24])[C:22]2[CH:21]=[C:20]([CH:27]=[CH:26][CH:25]=2)[C:18]#[N:19])[C:8]([CH3:17])=[N:9][C:10]=1[O:15][CH3:16])[CH3:14], predict the reactants needed to synthesize it. The reactants are: C([Li])CCC.Br[C:7]1[C:8]([CH3:17])=[N:9][C:10]([O:15][CH3:16])=[C:11]([CH2:13][CH3:14])[CH:12]=1.[C:18]([C:20]1[CH:21]=[C:22]([CH:25]=[CH:26][CH:27]=1)[CH:23]=[O:24])#[N:19]. (9) The reactants are: [F:1][C:2]1[CH:7]=[C:6]([N+:8]([O-:10])=[O:9])[CH:5]=[CH:4][C:3]=1[N:11]1[CH2:16][CH2:15][NH:14][CH2:13][CH2:12]1.C([O-])([O-])=O.[K+].[K+].Br[CH:24]([C:28]1[CH:33]=[CH:32][CH:31]=[CH:30][CH:29]=1)[C:25]([OH:27])=[O:26].Cl. Given the product [F:1][C:2]1[CH:7]=[C:6]([N+:8]([O-:10])=[O:9])[CH:5]=[CH:4][C:3]=1[N:11]1[CH2:16][CH2:15][N:14]([CH:24]([C:28]2[CH:33]=[CH:32][CH:31]=[CH:30][CH:29]=2)[C:25]([OH:27])=[O:26])[CH2:13][CH2:12]1, predict the reactants needed to synthesize it.